From a dataset of Acute oral toxicity (LD50) regression data from Zhu et al.. Regression/Classification. Given a drug SMILES string, predict its toxicity properties. Task type varies by dataset: regression for continuous values (e.g., LD50, hERG inhibition percentage) or binary classification for toxic/non-toxic outcomes (e.g., AMES mutagenicity, cardiotoxicity, hepatotoxicity). Dataset: ld50_zhu. (1) The molecule is CCc1c(Cl)ccc(O)c1Cl. The rat oral LD50 is 1.93, given as -log10 of the dose in mol/kg body weight (higher means more acutely toxic). (2) The drug is CC(C)CC(=O)OCC=Cc1ccccc1. The rat oral LD50 is 1.64, given as -log10 of the dose in mol/kg body weight (higher means more acutely toxic). (3) The drug is Oc1ccc(O)c2[nH]c(C(F)(F)F)nc12. The rat oral LD50 is 3.88, given as -log10 of the dose in mol/kg body weight (higher means more acutely toxic).